This data is from Full USPTO retrosynthesis dataset with 1.9M reactions from patents (1976-2016). The task is: Predict the reactants needed to synthesize the given product. (1) Given the product [Cl:1][C:2]1[N:3]=[C:4]2[CH:9]=[CH:8][C:7]([CH2:10][CH2:11][C:12]3[N:16]([CH3:17])[N:15]=[C:14]([N:18]4[CH2:19][CH2:20][CH2:21][CH2:22]4)[N:13]=3)=[N:6][N:5]2[CH:23]=1, predict the reactants needed to synthesize it. The reactants are: [Cl:1][C:2]1[N:3]=[C:4]2[CH:9]=[CH:8][C:7]([C:10]#[C:11][C:12]3[N:16]([CH3:17])[N:15]=[C:14]([N:18]4[CH2:22][CH2:21][CH2:20][CH2:19]4)[N:13]=3)=[N:6][N:5]2[CH:23]=1. (2) The reactants are: [Si:1]([O:8][C@@H:9]1[CH2:14][CH2:13][C@H:12]([N:15]2[C:19]([CH3:20])=[C:18](I)[CH:17]=[N:16]2)[CH2:11][CH2:10]1)([C:4]([CH3:7])([CH3:6])[CH3:5])([CH3:3])[CH3:2].C1COCC1.C([Mg]Cl)(C)C.CO[B:34]1[O:38][C:37]([CH3:40])([CH3:39])[C:36]([CH3:42])([CH3:41])[O:35]1.[NH4+].[Cl-]. Given the product [Si:1]([O:8][C@@H:9]1[CH2:14][CH2:13][C@H:12]([N:15]2[C:19]([CH3:20])=[C:18]([B:34]3[O:38][C:37]([CH3:40])([CH3:39])[C:36]([CH3:42])([CH3:41])[O:35]3)[CH:17]=[N:16]2)[CH2:11][CH2:10]1)([C:4]([CH3:7])([CH3:6])[CH3:5])([CH3:3])[CH3:2], predict the reactants needed to synthesize it. (3) Given the product [C:25]([C:29]1[CH:30]=[CH:31][C:32]([C:33]([N:23]([CH3:24])[CH:21]([C:10]2[N:9]([CH3:6])[C:18](=[O:19])[C:17]3[C:12](=[CH:13][CH:14]=[CH:15][CH:16]=3)[N:11]=2)[CH3:22])=[O:34])=[CH:36][CH:37]=1)([CH3:28])([CH3:26])[CH3:27], predict the reactants needed to synthesize it. The reactants are: COC1C=C[C:6]([N:9]2[C:18](=[O:19])[C:17]3[C:12](=[CH:13][CH:14]=[C:15](C)[CH:16]=3)[N:11]=[C:10]2[CH:21]([NH:23][CH3:24])[CH3:22])=CC=1.[C:25]([C:29]1[CH:37]=[CH:36][C:32]([C:33](Cl)=[O:34])=[CH:31][CH:30]=1)([CH3:28])([CH3:27])[CH3:26].